From a dataset of hERG potassium channel inhibition data for cardiac toxicity prediction from Karim et al.. Regression/Classification. Given a drug SMILES string, predict its toxicity properties. Task type varies by dataset: regression for continuous values (e.g., LD50, hERG inhibition percentage) or binary classification for toxic/non-toxic outcomes (e.g., AMES mutagenicity, cardiotoxicity, hepatotoxicity). Dataset: herg_karim. (1) The compound is O=C(OC1Cc2c(O)cc(O)cc2OC1c1cc(O)c(O)c(O)c1)c1cc(O)c(O)c(O)c1. The result is 1 (blocker). (2) The drug is N#Cc1ccc(C(=O)N2CCN(c3ccc(OC4CCN(C5CCC5)CC4)cc3)C(=O)C2)cc1. The result is 1 (blocker). (3) The drug is O=C(C1CNCCC1(O)c1ccc(F)c(F)c1)N(Cc1c[nH]c2cccc(F)c12)C1CC1. The result is 1 (blocker). (4) The molecule is CCC(C)(C)c1ccc(S(=O)(=O)Nc2ccc([C@]34CNC[C@H]3C4)cc2)cc1. The result is 1 (blocker).